Dataset: Forward reaction prediction with 1.9M reactions from USPTO patents (1976-2016). Task: Predict the product of the given reaction. (1) Given the reactants [C:1]([O-:4])([O-])=O.[K+].[K+].[F:7][C:8]1[CH:15]=[CH:14][CH:13]=[C:12]([F:16])[C:9]=1[CH2:10]Br.C[N:18]([CH:20]=O)C, predict the reaction product. The product is: [F:7][C:8]1[CH:15]=[CH:14][CH:13]=[C:12]([F:16])[C:9]=1[CH2:10][O:4][C:1]1[CH:13]=[CH:12][C:9]([CH2:10][C:20]#[N:18])=[CH:8][CH:15]=1. (2) Given the reactants [CH2:1]([O:8][CH2:9][C:10]([CH3:15])([CH3:14])[C:11]([OH:13])=O)[C:2]1[CH:7]=[CH:6][CH:5]=[CH:4][CH:3]=1.C(Cl)(=O)C(Cl)=O.[NH:22]([CH2:29][C:30]([O:32][CH2:33][CH3:34])=[O:31])[C:23]1[CH:28]=[CH:27][CH:26]=[CH:25][CH:24]=1.C(N(CC)CC)C, predict the reaction product. The product is: [CH2:33]([O:32][C:30](=[O:31])[CH2:29][N:22]([C:11](=[O:13])[C:10]([CH3:15])([CH3:14])[CH2:9][O:8][CH2:1][C:2]1[CH:3]=[CH:4][CH:5]=[CH:6][CH:7]=1)[C:23]1[CH:28]=[CH:27][CH:26]=[CH:25][CH:24]=1)[CH3:34]. (3) Given the reactants C[C:2]1[CH:7]=[CH:6][CH:5]=[CH:4][C:3]=1[CH:8]=[CH:9][C:10]1[CH:15]=[CH:14][CH:13]=[CH:12][CH:11]=1.[CH2:16](Cl)Cl, predict the reaction product. The product is: [C:10]1([CH2:9][CH:8]([C:3]2[CH:2]=[CH:7][CH:6]=[CH:5][CH:4]=2)[CH3:16])[CH:11]=[CH:12][CH:13]=[CH:14][CH:15]=1. (4) Given the reactants [C:1]([C:5]1[CH:10]=[CH:9][C:8]([NH2:11])=[C:7]([F:12])[CH:6]=1)([CH3:4])([CH3:3])[CH3:2].[Na+].[Br-:14].OOS([O-])=O.[K+].[O-]S([O-])(=S)=O.[Na+].[Na+], predict the reaction product. The product is: [Br:14][C:9]1[CH:10]=[C:5]([C:1]([CH3:4])([CH3:2])[CH3:3])[CH:6]=[C:7]([F:12])[C:8]=1[NH2:11]. (5) Given the reactants [Br:1][C:2]1[CH:11]=[C:10]([N+]([O-])=O)[CH:9]=[CH:8][C:3]=1[C:4]([O:6][CH3:7])=[O:5].NC1C=CC=CC=1.NC1C=CC(C(OC)=[O:28])=C(Br)C=1.S(=O)(=O)(O)O.N([O-])=O.[Na+], predict the reaction product. The product is: [Br:1][C:2]1[CH:11]=[C:10]([OH:28])[CH:9]=[CH:8][C:3]=1[C:4]([O:6][CH3:7])=[O:5]. (6) Given the reactants [CH2:1]([N:8]([CH2:14][C:15]1[CH:16]=[C:17]([CH:22]=[CH:23][C:24]=1Br)[C:18]([NH:20][CH3:21])=[O:19])[C:9]([CH:11]1[CH2:13][CH2:12]1)=[O:10])[C:2]1[CH:7]=[CH:6][CH:5]=[CH:4][CH:3]=1.[B:26]1([B:26]2[O:30][C:29]([CH3:32])([CH3:31])[C:28]([CH3:34])([CH3:33])[O:27]2)[O:30][C:29]([CH3:32])([CH3:31])[C:28]([CH3:34])([CH3:33])[O:27]1, predict the reaction product. The product is: [CH2:1]([N:8]([CH2:14][C:15]1[CH:16]=[C:17]([CH:22]=[CH:23][C:24]=1[B:26]1[O:30][C:29]([CH3:32])([CH3:31])[C:28]([CH3:34])([CH3:33])[O:27]1)[C:18]([NH:20][CH3:21])=[O:19])[C:9]([CH:11]1[CH2:13][CH2:12]1)=[O:10])[C:2]1[CH:7]=[CH:6][CH:5]=[CH:4][CH:3]=1.